This data is from Full USPTO retrosynthesis dataset with 1.9M reactions from patents (1976-2016). The task is: Predict the reactants needed to synthesize the given product. Given the product [Br:12][C:9]1[CH:10]=[CH:11][C:6]([C:2]([NH:1][C:13](=[O:14])[O:15][C:16]([CH3:19])([CH3:18])[CH3:17])([CH3:5])[CH2:3][OH:4])=[N:7][CH:8]=1, predict the reactants needed to synthesize it. The reactants are: [NH2:1][C:2]([C:6]1[CH:11]=[CH:10][C:9]([Br:12])=[CH:8][N:7]=1)([CH3:5])[CH2:3][OH:4].[C:13](O[C:13]([O:15][C:16]([CH3:19])([CH3:18])[CH3:17])=[O:14])([O:15][C:16]([CH3:19])([CH3:18])[CH3:17])=[O:14].C(N(CC)CC)C.